Dataset: Catalyst prediction with 721,799 reactions and 888 catalyst types from USPTO. Task: Predict which catalyst facilitates the given reaction. Reactant: [C:1]([O:5][C:6]([N:8]1[CH2:12][CH2:11][C@@H:10]([OH:13])[C@H:9]1[C:14]([OH:16])=[O:15])=[O:7])([CH3:4])([CH3:3])[CH3:2].C([O-])([O-])=O.[Cs+].[Cs+].[CH2:23](Br)[C:24]1[CH:29]=[CH:28][CH:27]=[CH:26][CH:25]=1. Product: [C:1]([O:5][C:6]([N:8]1[CH2:12][CH2:11][C@@H:10]([OH:13])[C@H:9]1[C:14]([O:16][CH2:23][C:24]1[CH:29]=[CH:28][CH:27]=[CH:26][CH:25]=1)=[O:15])=[O:7])([CH3:4])([CH3:2])[CH3:3]. The catalyst class is: 24.